From a dataset of Reaction yield outcomes from USPTO patents with 853,638 reactions. Predict the reaction yield, written as a fraction of the theoretical maximum amount of product (1.0 means a 100% yield; for example, 0.34 means a 34% yield). (1) The yield is 0.970. No catalyst specified. The reactants are [CH3:1][C:2]1[CH:27]=[CH:26][C:5]2[C:6](=[O:25])[N:7]=[C:8]([C:10]3[N:15]=[C:14]([CH2:16][CH2:17][C:18]([O:20]C(C)(C)C)=[O:19])[CH:13]=[CH:12][CH:11]=3)[S:9][C:4]=2[CH:3]=1.FC(F)(F)C(O)=O. The product is [CH3:1][C:2]1[CH:27]=[CH:26][C:5]2[C:6](=[O:25])[N:7]=[C:8]([C:10]3[N:15]=[C:14]([CH2:16][CH2:17][C:18]([OH:20])=[O:19])[CH:13]=[CH:12][CH:11]=3)[S:9][C:4]=2[CH:3]=1. (2) The reactants are [CH3:1][O:2][C:3]1[CH:10]=[CH:9][CH:8]=[CH:7][C:4]=1[CH:5]=[O:6].S([CH2:21][N+:22]#[C-:23])(C1C=CC(C)=CC=1)(=O)=O.C(=O)([O-])[O-].[K+].[K+]. The catalyst is CO. The product is [CH3:1][O:2][C:3]1[CH:10]=[CH:9][CH:8]=[CH:7][C:4]=1[C:5]1[O:6][CH:23]=[N:22][CH:21]=1. The yield is 0.700.